From a dataset of Peptide-MHC class I binding affinity with 185,985 pairs from IEDB/IMGT. Regression. Given a peptide amino acid sequence and an MHC pseudo amino acid sequence, predict their binding affinity value. This is MHC class I binding data. (1) The peptide sequence is KQIANELNY. The MHC is HLA-B15:01 with pseudo-sequence HLA-B15:01. The binding affinity (normalized) is 0.641. (2) The peptide sequence is AYIDNYNKF. The MHC is HLA-B40:02 with pseudo-sequence HLA-B40:02. The binding affinity (normalized) is 0. (3) The peptide sequence is LICYQIEYI. The MHC is HLA-A03:01 with pseudo-sequence HLA-A03:01. The binding affinity (normalized) is 0.0847. (4) The binding affinity (normalized) is 0.302. The peptide sequence is LTASLVMLL. The MHC is HLA-A01:01 with pseudo-sequence HLA-A01:01. (5) The peptide sequence is TVIRFWHAM. The MHC is HLA-A31:01 with pseudo-sequence HLA-A31:01. The binding affinity (normalized) is 0.671. (6) The peptide sequence is FRFGDPMPF. The MHC is HLA-A01:01 with pseudo-sequence HLA-A01:01. The binding affinity (normalized) is 0.0847.